This data is from Catalyst prediction with 721,799 reactions and 888 catalyst types from USPTO. The task is: Predict which catalyst facilitates the given reaction. Reactant: [C:1]([O:5][C:6]([N:8]1[CH2:14][CH2:13][O:12][C:11]2[CH:15]=[CH:16][C:17](B(O)O)=[CH:18][C:10]=2[S:9]1(=[O:23])=[O:22])=[O:7])([CH3:4])([CH3:3])[CH3:2].B1([O-])O[O:25]1.O.O.O.O.[Na+].[NH4+].[Cl-]. Product: [OH:25][C:17]1[CH:16]=[CH:15][C:11]2[O:12][CH2:13][CH2:14][N:8]([C:6]([O:5][C:1]([CH3:4])([CH3:3])[CH3:2])=[O:7])[S:9](=[O:23])(=[O:22])[C:10]=2[CH:18]=1. The catalyst class is: 20.